Dataset: NCI-60 drug combinations with 297,098 pairs across 59 cell lines. Task: Regression. Given two drug SMILES strings and cell line genomic features, predict the synergy score measuring deviation from expected non-interaction effect. (1) Drug 1: C1=NNC2=C1C(=O)NC=N2. Drug 2: CC1=C(C(=O)C2=C(C1=O)N3CC4C(C3(C2COC(=O)N)OC)N4)N. Cell line: HOP-62. Synergy scores: CSS=43.0, Synergy_ZIP=2.70, Synergy_Bliss=-0.213, Synergy_Loewe=-41.2, Synergy_HSA=-1.36. (2) Synergy scores: CSS=8.17, Synergy_ZIP=-1.90, Synergy_Bliss=5.02, Synergy_Loewe=0.969, Synergy_HSA=2.40. Drug 1: C1CCC(CC1)NC(=O)N(CCCl)N=O. Cell line: HOP-62. Drug 2: CC1CCCC2(C(O2)CC(NC(=O)CC(C(C(=O)C(C1O)C)(C)C)O)C(=CC3=CSC(=N3)C)C)C. (3) Drug 1: C1C(C(OC1N2C=NC3=C(N=C(N=C32)Cl)N)CO)O. Drug 2: CC12CCC3C(C1CCC2O)C(CC4=C3C=CC(=C4)O)CCCCCCCCCS(=O)CCCC(C(F)(F)F)(F)F. Cell line: BT-549. Synergy scores: CSS=35.5, Synergy_ZIP=-10.1, Synergy_Bliss=-0.639, Synergy_Loewe=-34.0, Synergy_HSA=-1.80.